Dataset: TCR-epitope binding with 47,182 pairs between 192 epitopes and 23,139 TCRs. Task: Binary Classification. Given a T-cell receptor sequence (or CDR3 region) and an epitope sequence, predict whether binding occurs between them. (1) The epitope is ATDALMTGY. The TCR CDR3 sequence is CAISESTAGSQPQHF. Result: 1 (the TCR binds to the epitope). (2) The epitope is FLNGSCGSV. The TCR CDR3 sequence is CASSRDIRGLTYNEQFF. Result: 1 (the TCR binds to the epitope). (3) The epitope is AMFWSVPTV. The TCR CDR3 sequence is CASSPRTSGPYEQYF. Result: 0 (the TCR does not bind to the epitope). (4) The epitope is KLSYGIATV. The TCR CDR3 sequence is CASSSLIRGLGNQPQHF. Result: 0 (the TCR does not bind to the epitope). (5) The epitope is KLPDDFTGCV. The TCR CDR3 sequence is CASSPRDRAGLADTQYF. Result: 1 (the TCR binds to the epitope). (6) The TCR CDR3 sequence is CASSLVGTGGELFF. Result: 1 (the TCR binds to the epitope). The epitope is FVDGVPFVV. (7) The epitope is HTTDPSFLGRY. The TCR CDR3 sequence is CSARDLETSGGLETQYF. Result: 0 (the TCR does not bind to the epitope). (8) The epitope is GLIYNRMGAVTTEV. The TCR CDR3 sequence is CASSQGVGQYGYTF. Result: 0 (the TCR does not bind to the epitope).